From a dataset of Full USPTO retrosynthesis dataset with 1.9M reactions from patents (1976-2016). Predict the reactants needed to synthesize the given product. (1) Given the product [CH3:52][S:53]([OH:56])(=[O:55])=[O:54].[CH3:1][O:2][C:3]1[CH:4]=[C:5]2[C:10](=[CH:11][C:12]=1[O:13][CH3:14])[CH2:9][N:8]([CH2:15][CH2:16][C:17]1[CH:22]=[CH:21][C:20]([N:23]3[N:27]=[N:26][C:25]([C:28]4[CH:33]=[C:32]([O:34][CH3:35])[C:31]([O:36][CH3:37])=[CH:30][C:29]=4[NH:38][C:39]([C:41]4[O:42][C:43]5[C:48]([C:49](=[O:51])[CH:50]=4)=[CH:47][CH:46]=[CH:45][CH:44]=5)=[O:40])=[N:24]3)=[CH:19][CH:18]=1)[CH2:7][CH2:6]2, predict the reactants needed to synthesize it. The reactants are: [CH3:1][O:2][C:3]1[CH:4]=[C:5]2[C:10](=[CH:11][C:12]=1[O:13][CH3:14])[CH2:9][N:8]([CH2:15][CH2:16][C:17]1[CH:22]=[CH:21][C:20]([N:23]3[N:27]=[N:26][C:25]([C:28]4[CH:33]=[C:32]([O:34][CH3:35])[C:31]([O:36][CH3:37])=[CH:30][C:29]=4[NH:38][C:39]([C:41]4[O:42][C:43]5[C:48]([C:49](=[O:51])[CH:50]=4)=[CH:47][CH:46]=[CH:45][CH:44]=5)=[O:40])=[N:24]3)=[CH:19][CH:18]=1)[CH2:7][CH2:6]2.[CH3:52][S:53]([OH:56])(=[O:55])=[O:54]. (2) Given the product [CH2:1]([N:3]1[CH:11]=[C:10]2[C:5]([CH:6]=[C:7]([C:13]([O:15][CH3:16])=[O:14])[CH:8]=[C:9]2[O:12][C:18]2[CH:23]=[CH:22][C:21]([S:24]([CH3:27])(=[O:26])=[O:25])=[CH:20][CH:19]=2)=[N:4]1)[CH3:2], predict the reactants needed to synthesize it. The reactants are: [CH2:1]([N:3]1[CH:11]=[C:10]2[C:5]([CH:6]=[C:7]([C:13]([O:15][CH3:16])=[O:14])[CH:8]=[C:9]2[OH:12])=[N:4]1)[CH3:2].F[C:18]1[CH:23]=[CH:22][C:21]([S:24]([CH3:27])(=[O:26])=[O:25])=[CH:20][CH:19]=1. (3) Given the product [Cl:11][C:8]1[CH:9]=[CH:10][C:5]([CH:4]([C:12]2[C:20]3[C:15](=[C:16]([CH2:22][S:23][CH3:24])[CH:17]=[C:18]([F:21])[CH:19]=3)[NH:14][CH:13]=2)[CH2:3][CH2:2][C:25]#[N:26])=[CH:6][CH:7]=1, predict the reactants needed to synthesize it. The reactants are: Cl[CH2:2][CH2:3][CH:4]([C:12]1[C:20]2[C:15](=[C:16]([CH2:22][S:23][CH3:24])[CH:17]=[C:18]([F:21])[CH:19]=2)[NH:14][CH:13]=1)[C:5]1[CH:10]=[CH:9][C:8]([Cl:11])=[CH:7][CH:6]=1.[C-:25]#[N:26].[K+]. (4) Given the product [C:1]([C:3]1[CH:4]=[CH:5][C:6]2[O:7][CH2:8][CH2:9][C:10]3[CH:16]=[C:15]([C:17]4[C:21]([C:22]5[CH:27]=[CH:26][C:25]([F:28])=[CH:24][C:23]=5[F:29])=[N:20][NH:19][N:18]=4)[S:14][C:11]=3[C:12]=2[N:13]=1)(=[O:32])[NH2:2], predict the reactants needed to synthesize it. The reactants are: [C:1]([C:3]1[CH:4]=[CH:5][C:6]2[O:7][CH2:8][CH2:9][C:10]3[CH:16]=[C:15]([C:17]4[C:21]([C:22]5[CH:27]=[CH:26][C:25]([F:28])=[CH:24][C:23]=5[F:29])=[N:20][NH:19][N:18]=4)[S:14][C:11]=3[C:12]=2[N:13]=1)#[N:2].CS(C)=[O:32].C(=O)([O-])[O-].[K+].[K+].O.OO.S(=O)(O)[O-].[Na+]. (5) Given the product [CH3:22][CH2:23][CH2:18][CH2:17][CH2:16]/[CH:15]=[CH:14]\[CH2:13]/[CH:12]=[CH:11]\[CH2:10]/[CH:9]=[CH:8]\[CH2:7][CH2:6][CH2:5][CH2:4][CH2:3][CH2:2][C:1]([OH:20])=[O:19], predict the reactants needed to synthesize it. The reactants are: [C:1]([O:20]C)(=[O:19])[CH2:2][CH2:3][CH2:4][CH2:5][CH2:6][CH2:7][CH2:8][CH2:9][CH2:10][CH2:11][CH2:12][CH2:13][CH2:14][CH2:15][CH2:16][CH2:17][CH3:18].[C:22](OC)(=O)[CH2:23]CCCCCC/C=C\CCCCCCCC. (6) Given the product [CH3:15][C:2]([CH3:1])([CH3:14])[C:3]#[C:4][C:17]1[C:26]2[C:21](=[CH:22][CH:23]=[CH:24][CH:25]=2)[C:20]([C:27]([NH:29][S:30]([C:33]2[CH:38]=[CH:37][CH:36]=[CH:35][C:34]=2[S:39](=[O:41])(=[O:42])[NH2:40])(=[O:31])=[O:32])=[O:28])=[CH:19][CH:18]=1, predict the reactants needed to synthesize it. The reactants are: [CH3:1][C:2]([CH3:15])([CH3:14])[C:3]#[C:4]B(OC(C)C)OC(C)C.Br[C:17]1[C:26]2[C:21](=[CH:22][CH:23]=[CH:24][CH:25]=2)[C:20]([C:27]([NH:29][S:30]([C:33]2[CH:38]=[CH:37][CH:36]=[CH:35][C:34]=2[S:39](=[O:42])(=[O:41])[NH2:40])(=[O:32])=[O:31])=[O:28])=[CH:19][CH:18]=1.C(=O)([O-])[O-].[K+].[K+].O. (7) Given the product [Cl:1][C:2]1[CH:3]=[CH:4][C:5]([C@@H:8]2[CH2:13][CH2:12][C:11](=[O:14])[CH2:10][C@H:9]2[C:15]([OH:17])=[O:16])=[CH:6][CH:7]=1, predict the reactants needed to synthesize it. The reactants are: [Cl:1][C:2]1[CH:7]=[CH:6][C:5]([C@@H:8]2[CH2:13][CH2:12][C:11](=[O:14])[CH2:10][C@H:9]2[C:15]([O:17]C)=[O:16])=[CH:4][CH:3]=1.[OH-].[Li+].